Dataset: Reaction yield outcomes from USPTO patents with 853,638 reactions. Task: Predict the reaction yield, written as a fraction of the theoretical maximum amount of product (1.0 means a 100% yield; for example, 0.34 means a 34% yield). (1) The reactants are [CH2:1]([O:8][CH2:9][C:10]1([CH3:23])[CH2:14][C:13]2[C:15]([CH3:22])=[C:16](Br)[C:17]([CH3:20])=[C:18]([CH3:19])[C:12]=2[O:11]1)[C:2]1[CH:7]=[CH:6][CH:5]=[CH:4][CH:3]=1.[CH3:24][O:25][C:26]1[CH:31]=[CH:30][C:29]([N:32]2[CH2:37][CH2:36][NH:35][CH2:34][CH2:33]2)=[CH:28][CH:27]=1. No catalyst specified. The product is [CH2:1]([O:8][CH2:9][C:10]1([CH3:23])[CH2:14][C:13]2[C:15]([CH3:22])=[C:16]([N:35]3[CH2:34][CH2:33][N:32]([C:29]4[CH:28]=[CH:27][C:26]([O:25][CH3:24])=[CH:31][CH:30]=4)[CH2:37][CH2:36]3)[C:17]([CH3:20])=[C:18]([CH3:19])[C:12]=2[O:11]1)[C:2]1[CH:7]=[CH:6][CH:5]=[CH:4][CH:3]=1. The yield is 0.650. (2) The reactants are [Si:1]([O:8][C@H:9]1[CH2:13][NH:12][C:11](=[O:14])[CH2:10]1)([C:4]([CH3:7])([CH3:6])[CH3:5])([CH3:3])[CH3:2].[CH3:15][C:16]([O:19][C:20](O[C:20]([O:19][C:16]([CH3:18])([CH3:17])[CH3:15])=[O:21])=[O:21])([CH3:18])[CH3:17].O. The catalyst is CC#N.CN(C1C=CN=CC=1)C. The product is [Si:1]([O:8][C@H:9]1[CH2:13][N:12]([C:20]([O:19][C:16]([CH3:18])([CH3:17])[CH3:15])=[O:21])[C:11](=[O:14])[CH2:10]1)([C:4]([CH3:7])([CH3:6])[CH3:5])([CH3:3])[CH3:2]. The yield is 0.917. (3) The reactants are [C:1]([O:5][C:6](=[O:24])[NH:7][C:8]([CH3:23])([CH3:22])[CH2:9][O:10][C:11]1[CH:16]=[CH:15][CH:14]=[C:13]([N+:17]([O-])=O)[C:12]=1[C:20]#[N:21])([CH3:4])([CH3:3])[CH3:2]. The catalyst is C(OCC)(=O)C.C(O)C.[Pd]. The product is [C:1]([O:5][C:6](=[O:24])[NH:7][C:8]([CH3:23])([CH3:22])[CH2:9][O:10][C:11]1[CH:16]=[CH:15][CH:14]=[C:13]([NH2:17])[C:12]=1[C:20]#[N:21])([CH3:4])([CH3:2])[CH3:3]. The yield is 1.00. (4) The reactants are C(OC([NH:8][CH2:9][C:10]([O:12][C:13]1([CH2:16][CH2:17][CH2:18][O:19][C:20]2[CH:29]=[C:28]3[C:23]([C:24]([O:30][C:31]4[CH:36]=[CH:35][C:34]([NH:37][C:38]([C:40]5[C:44](=[O:45])[N:43]([C:46]6[CH:51]=[CH:50][CH:49]=[CH:48][CH:47]=6)[N:42]([CH3:52])[C:41]=5[CH3:53])=[O:39])=[CH:33][C:32]=4[F:54])=[CH:25][CH:26]=[N:27]3)=[CH:22][CH:21]=2)[CH2:15][CH2:14]1)=[O:11])=O)(C)(C)C.[ClH:55].CCOC(C)=O. The catalyst is C(OCC)(=O)C. The product is [ClH:55].[NH2:8][CH2:9][C:10]([O:12][C:13]1([CH2:16][CH2:17][CH2:18][O:19][C:20]2[CH:29]=[C:28]3[C:23]([C:24]([O:30][C:31]4[CH:36]=[CH:35][C:34]([NH:37][C:38]([C:40]5[C:44](=[O:45])[N:43]([C:46]6[CH:51]=[CH:50][CH:49]=[CH:48][CH:47]=6)[N:42]([CH3:52])[C:41]=5[CH3:53])=[O:39])=[CH:33][C:32]=4[F:54])=[CH:25][CH:26]=[N:27]3)=[CH:22][CH:21]=2)[CH2:14][CH2:15]1)=[O:11]. The yield is 0.379.